This data is from Forward reaction prediction with 1.9M reactions from USPTO patents (1976-2016). The task is: Predict the product of the given reaction. (1) The product is: [CH3:3][C@@:4]1([C:15]([O:17][CH3:18])=[O:16])[CH2:8][CH2:7][C@@H:6]([C:9]([O:11][CH3:12])=[O:10])[C:5]1([CH3:13])[CH3:14]. Given the reactants [H-].[Na+].[CH3:3][C@@:4]1([C:15]([O:17][CH3:18])=[O:16])[CH2:8][CH2:7][C@H:6]([C:9]([O:11][CH3:12])=[O:10])[C:5]1([CH3:14])[CH3:13], predict the reaction product. (2) The product is: [Cl:35][C:36]1[CH:41]=[CH:40][CH:39]=[C:38]([Cl:42])[C:37]=1[S:43]([NH:8][C:7]1[C:2]([Cl:1])=[N:3][CH:4]=[C:5]([C:9]2[CH:10]=[C:11]3[C:16](=[CH:17][CH:18]=2)[N:15]=[CH:14][CH:13]=[C:12]3[N:19]2[CH2:24][CH2:23][O:22][CH2:21][CH2:20]2)[CH:6]=1)(=[O:45])=[O:44]. Given the reactants [Cl:1][C:2]1[C:7]([NH2:8])=[CH:6][C:5]([C:9]2[CH:10]=[C:11]3[C:16](=[CH:17][CH:18]=2)[N:15]=[CH:14][CH:13]=[C:12]3[N:19]2[CH2:24][CH2:23][O:22][CH2:21][CH2:20]2)=[CH:4][N:3]=1.C[Si]([N-][Si](C)(C)C)(C)C.[Na+].[Cl:35][C:36]1[CH:41]=[CH:40][CH:39]=[C:38]([Cl:42])[C:37]=1[S:43](Cl)(=[O:45])=[O:44], predict the reaction product. (3) Given the reactants [O:1]=[C:2]1[N:8]2[CH2:9][C@H:10]([C:13]([O:15]C)=[O:14])[CH2:11][CH2:12][C@H:7]2[CH:6]=[CH:5][C:4]2[CH:17]=[CH:18][CH:19]=[CH:20][C:3]1=2.[Li+].[OH-].Cl.O, predict the reaction product. The product is: [O:1]=[C:2]1[C:3]2[CH:20]=[CH:19][CH:18]=[CH:17][C:4]=2[CH:5]=[CH:6][C@@H:7]2[CH2:12][CH2:11][C@@H:10]([C:13]([OH:15])=[O:14])[CH2:9][N:8]12. (4) Given the reactants Cl[C:2]1[N:10]=[C:9]([CH3:11])[CH:8]=[C:7]([NH:12][CH:13]([CH2:16][CH3:17])[CH2:14][CH3:15])[C:3]=1[C:4]([NH2:6])=[O:5].[CH3:18][C:19]1[CH:24]=[C:23]([Br:25])[CH:22]=[C:21]([CH3:26])[C:20]=1[OH:27].CC([O-])(C)C.[K+], predict the reaction product. The product is: [Br:25][C:23]1[CH:24]=[C:19]([CH3:18])[C:20]([O:27][C:2]2[N:10]=[C:9]([CH3:11])[CH:8]=[C:7]([NH:12][CH:13]([CH2:16][CH3:17])[CH2:14][CH3:15])[C:3]=2[C:4]([NH2:6])=[O:5])=[C:21]([CH3:26])[CH:22]=1. (5) Given the reactants I[C:2]1[C:11]2[C:6](=[CH:7][CH:8]=[CH:9][CH:10]=2)[CH:5]=[CH:4][CH:3]=1.[NH:12]1[C:20]2[C:15](=[CH:16][C:17]([CH2:21][N:22]3[CH2:27][CH2:26][CH:25]([C:28]4[CH:29]=[C:30]([NH:34][C:35](=[O:39])[CH:36]([CH3:38])[CH3:37])[CH:31]=[CH:32][CH:33]=4)[CH2:24][CH2:23]3)=[CH:18][CH:19]=2)[CH:14]=[CH:13]1, predict the reaction product. The product is: [CH3:37][CH:36]([CH3:38])[C:35]([NH:34][C:30]1[CH:31]=[CH:32][CH:33]=[C:28]([CH:25]2[CH2:24][CH2:23][N:22]([CH2:21][C:17]3[CH:16]=[C:15]4[C:20](=[CH:19][CH:18]=3)[N:12]([C:2]3[C:11]5[C:6](=[CH:7][CH:8]=[CH:9][CH:10]=5)[CH:5]=[CH:4][CH:3]=3)[CH:13]=[CH:14]4)[CH2:27][CH2:26]2)[CH:29]=1)=[O:39].